From a dataset of Full USPTO retrosynthesis dataset with 1.9M reactions from patents (1976-2016). Predict the reactants needed to synthesize the given product. Given the product [CH3:1][C:2]1[CH:3]=[C:4]([NH2:16])[C:5]([NH:8][C:9]2[CH:10]=[C:11]([CH3:15])[CH:12]=[CH:13][CH:14]=2)=[N:6][CH:7]=1, predict the reactants needed to synthesize it. The reactants are: [CH3:1][C:2]1[CH:3]=[C:4]([N+:16]([O-])=O)[C:5]([NH:8][C:9]2[CH:10]=[C:11]([CH3:15])[CH:12]=[CH:13][CH:14]=2)=[N:6][CH:7]=1.